The task is: Predict the product of the given reaction.. This data is from Forward reaction prediction with 1.9M reactions from USPTO patents (1976-2016). (1) Given the reactants [CH2:1]([C:8]1[NH:13][C:12]([C:14]2[CH:19]=[CH:18][CH:17]=[CH:16][CH:15]=2)=[CH:11][N:10]2[C:20](=[O:29])[C:21]([CH2:23][C:24]3[O:25][CH:26]=[CH:27][CH:28]=3)=[N:22][C:9]=12)[C:2]1[CH:7]=[CH:6][CH:5]=[CH:4][CH:3]=1.Br[CH2:31][C:32]1[CH:37]=[CH:36][C:35]([B:38]2[O:42][C:41]([CH3:44])([CH3:43])[C:40]([CH3:46])([CH3:45])[O:39]2)=[CH:34][CH:33]=1.C(=O)([O-])[O-].[K+].[K+].[I-].[K+], predict the reaction product. The product is: [CH2:1]([C:8]1[C:9]2[N:10]([C:20](=[O:29])[C:21]([CH2:23][C:24]3[O:25][CH:26]=[CH:27][CH:28]=3)([CH2:31][C:32]3[CH:33]=[CH:34][C:35]([B:38]4[O:39][C:40]([CH3:46])([CH3:45])[C:41]([CH3:44])([CH3:43])[O:42]4)=[CH:36][CH:37]=3)[N:22]=2)[CH:11]=[C:12]([C:14]2[CH:19]=[CH:18][CH:17]=[CH:16][CH:15]=2)[N:13]=1)[C:2]1[CH:3]=[CH:4][CH:5]=[CH:6][CH:7]=1. (2) Given the reactants CCN(C(C)C)C(C)C.[Br:10][C:11]1[CH:19]=[CH:18][CH:17]=[CH:16][C:12]=1[C:13]([OH:15])=O.CCN=C=NCCCN(C)C.C1C=CC2N(O)N=NC=2C=1.[C:41]([O:45][C:46]([N:48]1[CH2:54][CH2:53][CH2:52][NH:51][CH2:50][CH2:49]1)=[O:47])([CH3:44])([CH3:43])[CH3:42], predict the reaction product. The product is: [C:41]([O:45][C:46]([N:48]1[CH2:54][CH2:53][CH2:52][N:51]([C:13](=[O:15])[C:12]2[CH:16]=[CH:17][CH:18]=[CH:19][C:11]=2[Br:10])[CH2:50][CH2:49]1)=[O:47])([CH3:44])([CH3:42])[CH3:43]. (3) Given the reactants [NH2:1][C:2]1[CH:3]=[C:4]([C:9]2[S:13][C:12]([N:14]3[CH2:20][CH2:19][CH2:18][NH:17][C:16](=[O:21])[CH2:15]3)=[N:11][CH:10]=2)[CH:5]=[C:6]([CH3:8])[CH:7]=1.Cl[C:23]1[N:28]=[C:27]([CH3:29])[C:26]([Cl:30])=[CH:25][N:24]=1.C(=O)([O-])[O-].[K+].[K+].CC(C1C=C(C(C)C)C(C2C=CC=CC=2P(C2CCCCC2)C2CCCCC2)=C(C(C)C)C=1)C, predict the reaction product. The product is: [Cl:30][C:26]1[C:27]([CH3:29])=[N:28][C:23]([NH:1][C:2]2[CH:3]=[C:4]([C:9]3[S:13][C:12]([N:14]4[CH2:20][CH2:19][CH2:18][NH:17][C:16](=[O:21])[CH2:15]4)=[N:11][CH:10]=3)[CH:5]=[C:6]([CH3:8])[CH:7]=2)=[N:24][CH:25]=1. (4) Given the reactants C[Si](C)(C)[N-][Si](C)(C)C.[Li+].[C:11]([O:15][C:16]([C@@:18]1([CH2:32][C:33](=[CH2:36])[CH2:34]Br)[CH2:22][C:21](=[O:23])[N:20]([C@@H:24]([C:26]2[CH:31]=[CH:30][CH:29]=[CH:28][CH:27]=2)[CH3:25])[CH2:19]1)=[O:17])([CH3:14])([CH3:13])[CH3:12].C(O)(=O)CC(CC(O)=O)(C(O)=O)O, predict the reaction product. The product is: [C:11]([O:15][C:16]([C@@:18]12[CH2:32][C:33](=[CH2:36])[CH2:34][C@@H:22]1[C:21](=[O:23])[N:20]([C@@H:24]([C:26]1[CH:31]=[CH:30][CH:29]=[CH:28][CH:27]=1)[CH3:25])[CH2:19]2)=[O:17])([CH3:14])([CH3:13])[CH3:12]. (5) Given the reactants [CH3:1][C:2]1([CH3:28])[C:14]2[C:6]([N:7]=[C:8]3[C:13]=2[CH:12]=[CH:11][CH:10]=[CH:9]3)=[CH:5][C:4]2[CH:15]=[C:16]3[C:21]([C:3]1=2)=[CH:20][CH:19]([C:22]1[CH:27]=[CH:26][CH:25]=[CH:24][CH:23]=1)[CH:18]=[CH:17]3.CN(C=O)C.[Br:34]N1C(=O)CCC1=O, predict the reaction product. The product is: [Br:34][C:15]1[C:4]2[CH:5]=[C:6]3[C:14]([C:2]([CH3:28])([CH3:1])[C:3]=2[C:21]2[C:16]=1[CH:17]=[CH:18][CH:19]([C:22]1[CH:27]=[CH:26][CH:25]=[CH:24][CH:23]=1)[CH:20]=2)=[C:13]1[C:8]([CH:9]=[CH:10][CH:11]=[CH:12]1)=[N:7]3. (6) Given the reactants C([O:8][C:9]1[CH:14]=[C:13](/[CH:15]=[CH:16]/[C:17](=[O:20])[CH2:18][CH3:19])[CH:12]=[CH:11][C:10]=1[N:21]1[S:25](=[O:27])(=[O:26])[NH:24][C:23](=[O:28])[CH2:22]1)C1C=CC=CC=1.C([O-])([O-])=O.[K+].[K+], predict the reaction product. The product is: [OH:8][C:9]1[CH:14]=[C:13]([CH2:15][CH2:16][C:17](=[O:20])[CH2:18][CH3:19])[CH:12]=[CH:11][C:10]=1[N:21]1[S:25](=[O:27])(=[O:26])[NH:24][C:23](=[O:28])[CH2:22]1.